This data is from Full USPTO retrosynthesis dataset with 1.9M reactions from patents (1976-2016). The task is: Predict the reactants needed to synthesize the given product. (1) Given the product [Cl:1][C:2]1[CH:3]=[C:4]2[C:8](=[CH:9][CH:10]=1)[NH:7][CH:6]=[C:5]2[CH2:18][N:19]1[C:27]2[N:26]=[CH:25][NH:24][C:23]=2[C:22](=[O:28])[NH:21][C:20]1=[S:29], predict the reactants needed to synthesize it. The reactants are: [Cl:1][C:2]1[CH:3]=[C:4]2[C:8](=[CH:9][CH:10]=1)[N:7](C(OC(C)(C)C)=O)[CH:6]=[C:5]2[CH2:18][N:19]1[C:27]2[N:26]=[CH:25][NH:24][C:23]=2[C:22](=[O:28])[NH:21][C:20]1=[S:29].C1C(I)=C(OC2C=C(I)C(O)=C(I)C=2)C(I)=CC=1C(O)=O. (2) Given the product [CH3:19][O:20][C:21]([C:23]([NH:25][C:26]1[CH:27]=[CH:28][C:29]([C@H:32]2[CH2:37][CH2:36][C@H:35]([O:38][CH2:39][CH2:40][C:41]([O:43][CH3:44])=[O:42])[CH2:34][CH2:33]2)=[CH:30][C:31]=1[N+:14]([O-:17])=[O:15])=[O:24])=[O:22], predict the reactants needed to synthesize it. The reactants are: FC(F)(F)C(OC(=O)C(F)(F)F)=O.[N+:14]([O-:17])([O-])=[O:15].[NH4+].[CH3:19][O:20][C:21]([C:23]([NH:25][C:26]1[CH:31]=[CH:30][C:29]([C@H:32]2[CH2:37][CH2:36][C@H:35]([O:38][CH2:39][CH2:40][C:41]([O:43][CH3:44])=[O:42])[CH2:34][CH2:33]2)=[CH:28][CH:27]=1)=[O:24])=[O:22].C(=O)([O-])O.[Na+]. (3) Given the product [Cl:3][C:4]1[N:9]=[C:8]2[NH:1][N:2]=[CH:11][C:7]2=[CH:6][N:5]=1, predict the reactants needed to synthesize it. The reactants are: [NH2:1][NH2:2].[Cl:3][C:4]1[N:9]=[C:8](Cl)[C:7]([CH:11]=O)=[CH:6][N:5]=1.O. (4) Given the product [Br:1][C:2]1[CH:3]=[C:4]2[C:9]([CH:8]3[CH2:12][CH:6]([NH:13][C:5]2=[O:16])[CH2:7]3)=[CH:10][CH:11]=1, predict the reactants needed to synthesize it. The reactants are: [Br:1][C:2]1[CH:3]=[C:4]2[C:9](=[CH:10][CH:11]=1)[CH:8]1[CH2:12][CH:6]([CH2:7]1)[C:5]2=[N:13]O.S(Cl)(Cl)=[O:16]. (5) Given the product [C:15]([NH:14][C:12]([C:9]1[N:8]=[C:7]2[C:2]([C:24]3[CH:25]=[CH:26][C:21]([C:20]([F:31])([F:30])[F:19])=[CH:22][CH:23]=3)=[CH:3][N:4]=[CH:5][C:6]2=[N:11][CH:10]=1)=[O:13])([CH3:18])([CH3:17])[CH3:16], predict the reactants needed to synthesize it. The reactants are: Br[C:2]1[C:7]2=[N:8][C:9]([C:12]([NH:14][C:15]([CH3:18])([CH3:17])[CH3:16])=[O:13])=[CH:10][N:11]=[C:6]2[CH:5]=[N:4][CH:3]=1.[F:19][C:20]([F:31])([F:30])[C:21]1[CH:26]=[CH:25][C:24](B(O)O)=[CH:23][CH:22]=1.C(=O)([O-])[O-].[Cs+].[Cs+].O1CCOCC1.